From a dataset of Experimentally validated miRNA-target interactions with 360,000+ pairs, plus equal number of negative samples. Binary Classification. Given a miRNA mature sequence and a target amino acid sequence, predict their likelihood of interaction. (1) The miRNA is mmu-miR-465a-3p with sequence GAUCAGGGCCUUUCUAAGUAGA. The protein sequence of the target gene is MTSESTLPPVVPPLHSPKSPVWPTFPFHREGSRIWERGGGIAPRDLPSPLPTKRTRTYSATARASAGPVFKGVCKQFSRSQGHGFITPENGSEDIFVHVSDIEGEYVPVEGDEVTYKICPIPPKNQKFQAVEVVLTQLAPHTPHETWSGQVVGS. Result: 0 (no interaction). (2) The miRNA is hsa-miR-4699-5p with sequence AGAAGAUUGCAGAGUAAGUUCC. The protein sequence of the target gene is MDFEDDYTHSACRNTYQGFNGMDRDYGPGSYGGMDRDYGHGSYGGQRSMDSYLNQSYGMDNHSGGGGGSRFGPYESYDSRSSLGGRDLYRSGYGFNEPEQSRFGGSYGGRFESSYRNSLDSFGGRNQGGSSWEAPYSRSKLRPGFMEDRGRENYSSYSSFSSPHMKPAPVGSRGRGTPAYPESTFGSRNYDAFGGPSTGRGRGRGHMGDFGSIHRPGIVVDYQNKSTNVTVAAARGIKRKMMQPFNKPSGTFIKKPKLAKPMEKISLSKSPTKTDPKNEEEEKRRIEARREKQRRRREKN.... Result: 1 (interaction). (3) The miRNA is hsa-miR-6764-3p with sequence UCUCUGGUCUUUCCUUGACAG. The protein sequence of the target gene is MGLPALEFSDCCLDSPHFRETLKSHEAELDKTNKFIKELIKDGKSLISALKNLSSAKRKFADSLNEFKFQCIGDAETDDEMCIARSLQEFAAVLRNLEDERSRMIENASEVLITPLEKFRKEQIGAAREAKKKYDKETEKYCGTLEKHLNLSSKKKESQLQEADSQVDLVRQHFYEVSLEYVFKVQEVQERKMFEFVEPLLAFLQGLFTFYHHGYELAKDFGDFKTQLTISIQNTRNRFEGTRSEVESLMKKMKENPLEHKTISPYTMEGYLYVQEKRHFGTSWVKHYCTYQRDSKQITM.... Result: 0 (no interaction). (4) The miRNA is hsa-miR-155-5p with sequence UUAAUGCUAAUCGUGAUAGGGGUU. The protein sequence of the target gene is MAVNVYSTSVTSDNLSRHDMLAWINESLQLNLTKIEQLCSGAAYCQFMDMLFPGSIALKKVKFQAKLEHEYIQNFKILQAGFKRMGVDKIIPVDKLVKGKFQDNFEFVQWFKKFFDANYDGKEYDPVAARQGQETAVAPSLVAPALSKPKKPLGSSTAAPQRPIATQRTTAAPKAGPGMVRKNPGVGNGDDEAAELMQQVKVLKLTVEDLEKERDFYFGKLRNIELICQENEGENDPVLQRIVDILYATDEGFVIPDEGGPQEEQEEY. Result: 0 (no interaction). (5) The miRNA is hsa-miR-144-3p with sequence UACAGUAUAGAUGAUGUACU. The protein sequence of the target gene is MPLELELCPGRWVGGKHPCFIIAEIGQNHQGDIDVAKRMIRTAKECGADCAKFQKSELEFKFNRKALERPYTSKHSWGKTYGEHKRHLEFSHDQYKELQSYAQEIGIFFTASGMDEMAVEFLHELNVPFFKVGSGDTNNFPYLEKTAKKGRPMVISSGMQSMDTMKQVYQIVKPLNPNFCFLQCTSAYPLQPEDANLRVISEYQKLFPDIPIGYSGHETGIAISVAAVALGAKVLERHITLDKTWKGSDHSASLEPGELAELVRSVRLVERALGSPTKQLLPCEMACNEKLGKSVVAKVK.... Result: 0 (no interaction). (6) The miRNA is hsa-miR-4690-3p with sequence GCAGCCCAGCUGAGGCCUCUG. The protein sequence of the target gene is MNRCWALFLPLCCYLRLVSAEGDPIPEELYEMLSDHSIRSFDDLQRLLHRDSVDEDGAELDLNMTRAHSGVELESSSRGRRSLGSLAAAEPAVIAECKTRTEVFQISRNLIDRTNANFLVWPPCVEVQRCSGCCNNRNVQCRASQVQMRPVQVRKIEIVRKKPIFKKATVTLEDHLACKCETIVTPRPVTRSPGTSREQRAKTPQARVTIRTVRIRRPPKGKHRKFKHTHDKAALKETLGA. Result: 0 (no interaction). (7) Result: 0 (no interaction). The protein sequence of the target gene is MPSLLGLKCLGKLCSSEIGKVPSPERASLRNSHRRLLIEDLSVPETPDPAHRRRGTVIHLVYLYSAGCGPPELRFSSYDPSVAHPQDPHHSSEKPVIHCHKCGEPCKGEVLRVQTKHFHIKCFTCKVCGCDLAQGGFFIKNGDYLCTLDYQRMYGTRCHGCGEFVEGEVVTALGKTYHPNCFACTICKRPFPPGDRVTFNGRDCLCQLCAQPMSSSPKEASCSSNCAGCGRDIKNGQALLALDKQWHLGCFKCKSCGKVLTGEYISKDGSPYCEKDYQGLFGVKCEACHQFITGKVLEAG.... The miRNA is hsa-miR-223-5p with sequence CGUGUAUUUGACAAGCUGAGUU.